From a dataset of Forward reaction prediction with 1.9M reactions from USPTO patents (1976-2016). Predict the product of the given reaction. (1) Given the reactants [CH3:1][O:2][C:3]([C:5]1[S:6][C:7]([CH:14]=[O:15])=[CH:8][C:9]=1[C:10]([F:13])([F:12])[F:11])=[O:4].CC(=CC)C.[Cl-].[Na+].[O:23]1CCOCC1, predict the reaction product. The product is: [CH3:1][O:2][C:3]([C:5]1[S:6][C:7]([C:14]([OH:23])=[O:15])=[CH:8][C:9]=1[C:10]([F:11])([F:12])[F:13])=[O:4]. (2) The product is: [CH3:1][O:2][C:3](=[O:41])[C@@H:4]([NH:25][C:26](=[O:40])[CH2:27][O:28][CH2:29][CH2:30][O:31][CH2:32][CH2:33][O:34][CH2:35][CH2:36][NH:37][C:42]([O:44][C:45]([CH3:48])([CH3:47])[CH3:46])=[O:43])[CH2:5][CH2:6][CH2:7][CH2:8][NH:9][C:10](=[O:24])[CH2:11][O:12][CH2:13][CH2:14][O:15][CH2:16][CH2:17][O:18][CH2:19][CH2:20][NH:21][C:42]([O:44][C:45]([CH3:48])([CH3:47])[CH3:46])=[O:43]. Given the reactants [CH3:1][O:2][C:3](=[O:41])[C@@H:4]([NH:25][C:26](=[O:40])[CH2:27][O:28][CH2:29][CH2:30][O:31][CH2:32][CH2:33][O:34][CH2:35][CH2:36][N:37]=[N+]=[N-])[CH2:5][CH2:6][CH2:7][CH2:8][NH:9][C:10](=[O:24])[CH2:11][O:12][CH2:13][CH2:14][O:15][CH2:16][CH2:17][O:18][CH2:19][CH2:20][N:21]=[N+]=[N-].[C:42](O[C:42]([O:44][C:45]([CH3:48])([CH3:47])[CH3:46])=[O:43])([O:44][C:45]([CH3:48])([CH3:47])[CH3:46])=[O:43], predict the reaction product. (3) The product is: [F:24][C:20]1[CH:19]=[CH:18][CH:23]=[CH:22][C:21]=1[CH2:26][O:3][C:4]1[C:13]2[C:8](=[CH:9][CH:10]=[CH:11][CH:12]=2)[C:7]([CH:14]=[O:15])=[CH:6][CH:5]=1. Given the reactants [H-].[Na+].[OH:3][C:4]1[C:13]2[C:8](=[CH:9][CH:10]=[CH:11][CH:12]=2)[C:7]([CH:14]=[O:15])=[CH:6][CH:5]=1.BrC[C:18]1[CH:23]=[CH:22][CH:21]=[C:20]([F:24])[CH:19]=1.Cl.[CH3:26]N(C)C=O, predict the reaction product. (4) Given the reactants [CH2:1]([O:3][C:4]1[C:12]2[NH:11][C:10](=O)[N:9]([CH3:14])[C:8]=2[C:7]([CH:15]([CH2:18][CH3:19])[CH2:16][CH3:17])=[CH:6][CH:5]=1)[CH3:2].P(Cl)(Cl)([Cl:22])=O, predict the reaction product. The product is: [Cl:22][C:10]1[N:9]([CH3:14])[C:8]2[C:7]([CH:15]([CH2:18][CH3:19])[CH2:16][CH3:17])=[CH:6][CH:5]=[C:4]([O:3][CH2:1][CH3:2])[C:12]=2[N:11]=1.